Predict the reactants needed to synthesize the given product. From a dataset of Full USPTO retrosynthesis dataset with 1.9M reactions from patents (1976-2016). (1) Given the product [Cl:1][C:2]1[CH:7]=[CH:6][C:5]([NH2:8])=[CH:4][C:3]=1[O:11][CH2:12][CH2:13][CH3:14], predict the reactants needed to synthesize it. The reactants are: [Cl:1][C:2]1[CH:7]=[CH:6][C:5]([N+:8]([O-])=O)=[CH:4][C:3]=1[O:11][CH2:12][CH2:13][CH3:14]. (2) Given the product [F:25][C:26]1[CH:32]=[CH:31][C:29]([NH:30][C:13]([CH:14]2[C:15]3[C:16](=[CH:20][CH:21]=[CH:22][CH:23]=3)[C:17](=[O:19])[N:12]([CH2:11][CH2:10][O:9][CH3:8])[CH:6]2[C:2]2[S:1][CH:5]=[CH:4][CH:3]=2)=[O:24])=[CH:28][CH:27]=1, predict the reactants needed to synthesize it. The reactants are: [S:1]1[CH:5]=[CH:4][CH:3]=[C:2]1[CH:6]=O.[CH3:8][O:9][CH2:10][CH2:11][NH2:12].[C:13]1(=[O:24])[O:19][C:17](=O)[C:16]2=[CH:20][CH:21]=[CH:22][CH:23]=[C:15]2[CH2:14]1.[F:25][C:26]1[CH:32]=[CH:31][C:29]([NH2:30])=[CH:28][CH:27]=1. (3) Given the product [CH3:40][C:41]1[CH:42]=[C:43]([CH:48]2[CH2:49][CH:50]([NH:54][C:55]([C:56]3[CH:57]=[CH:58][CH:59]=[CH:60][CH:61]=3)=[O:62])[CH2:51][N:52]([C:13]([C:9]3([NH:8][C:6](=[O:7])[O:5][C:1]([CH3:2])([CH3:3])[CH3:4])[CH2:10][CH2:11][CH2:12]3)=[O:15])[CH2:53]2)[CH:44]=[CH:45][C:46]=1[CH3:47], predict the reactants needed to synthesize it. The reactants are: [C:1]([O:5][C:6]([NH:8][C:9]1([C:13]([OH:15])=O)[CH2:12][CH2:11][CH2:10]1)=[O:7])([CH3:4])([CH3:3])[CH3:2].CN(C(ON1N=NC2C=CC=NC1=2)=[N+](C)C)C.F[P-](F)(F)(F)(F)F.[CH3:40][C:41]1[CH:42]=[C:43]([CH:48]2[CH2:53][NH:52][CH2:51][CH:50]([NH:54][C:55](=[O:62])[C:56]3[CH:61]=[CH:60][CH:59]=[CH:58][CH:57]=3)[CH2:49]2)[CH:44]=[CH:45][C:46]=1[CH3:47]. (4) The reactants are: [CH:1]([C@@H:3]1[CH2:8][CH2:7][C@H:6]([CH3:9])[CH2:5][N:4]1[C:10]([O:12][C:13]([CH3:16])([CH3:15])[CH3:14])=[O:11])=O.[CH2:17]([NH2:24])[C:18]1[CH:23]=[CH:22][CH:21]=[CH:20][CH:19]=1.C(O[BH-](OC(=O)C)OC(=O)C)(=O)C.[Na+]. Given the product [CH3:9][C@@H:6]1[CH2:5][N:4]([C:10]([O:12][C:13]([CH3:16])([CH3:15])[CH3:14])=[O:11])[C@H:3]([CH2:1][NH:24][CH2:17][C:18]2[CH:23]=[CH:22][CH:21]=[CH:20][CH:19]=2)[CH2:8][CH2:7]1, predict the reactants needed to synthesize it. (5) The reactants are: Cl[CH2:2][CH2:3][O:4][C:5]1[CH:10]=[CH:9][C:8]([C:11]2[O:15][C:14]([C:16]3[C:21]([F:22])=[CH:20][CH:19]=[CH:18][C:17]=3[F:23])=[N:13][C:12]=2[C:24]([NH2:26])=[O:25])=[CH:7][CH:6]=1.[CH3:27][NH:28]CC1C=CC=CC=1. Given the product [F:23][C:17]1[CH:18]=[CH:19][CH:20]=[C:21]([F:22])[C:16]=1[C:14]1[O:15][C:11]([C:8]2[CH:9]=[CH:10][C:5]([O:4][CH2:3][CH2:2][NH:28][CH3:27])=[CH:6][CH:7]=2)=[C:12]([C:24]([NH2:26])=[O:25])[N:13]=1, predict the reactants needed to synthesize it. (6) Given the product [Br:13][C:14]1[CH:19]=[CH:18][CH:17]=[CH:16][C:15]=1[O:9][CH:7]1[CH2:8][N:3]([CH2:1][CH3:2])[CH2:4][C:5]2[CH:12]=[CH:11][O:10][C:6]1=2, predict the reactants needed to synthesize it. The reactants are: [CH2:1]([N:3]1[CH2:8][CH:7]([OH:9])[C:6]2[O:10][CH:11]=[CH:12][C:5]=2[CH2:4]1)[CH3:2].[Br:13][C:14]1[CH:19]=[CH:18][CH:17]=[CH:16][C:15]=1F.